The task is: Predict the product of the given reaction.. This data is from Forward reaction prediction with 1.9M reactions from USPTO patents (1976-2016). Given the reactants [C:1]1([OH:7])[CH:6]=[CH:5][CH:4]=[CH:3][CH:2]=1.C([N:10]([CH2:13]C)CC)C.[C:15]([O:19][C:20]([N:22]1[CH2:27][CH2:26][CH:25]([O:28][C:29]2C=[CH:33][C:32](Br)=[CH:31][N:30]=2)[CH2:24][CH2:23]1)=[O:21])([CH3:18])([CH3:17])[CH3:16].[C]=O.C(=O)(O)[O-:39].[Na+], predict the reaction product. The product is: [C:15]([O:19][C:20]([N:22]1[CH2:23][CH2:24][CH:25]([O:28][C:29]2[N:30]=[CH:31][C:32]([C:33]([O:7][C:1]3[CH:6]=[CH:5][CH:4]=[CH:3][CH:2]=3)=[O:39])=[CH:13][N:10]=2)[CH2:26][CH2:27]1)=[O:21])([CH3:16])([CH3:17])[CH3:18].